Dataset: Reaction yield outcomes from USPTO patents with 853,638 reactions. Task: Predict the reaction yield, written as a fraction of the theoretical maximum amount of product (1.0 means a 100% yield; for example, 0.34 means a 34% yield). The reactants are [Cl:1][C:2]1[CH:7]=[CH:6][C:5]([S:8]([CH:11]([C:17]2[CH:22]=[C:21]([F:23])[CH:20]=[CH:19][C:18]=2[F:24])[CH:12]([CH3:16])[CH2:13][CH2:14]O)(=[O:10])=[O:9])=[CH:4][CH:3]=1.[CH3:25][S:26]([NH:29][C:30](=[O:36])[O:31][C:32]([CH3:35])([CH3:34])[CH3:33])(=[O:28])=[O:27].C1(P(C2C=CC=CC=2)C2C=CC=CC=2)C=CC=CC=1.N(C([O-])=O)=NC([O-])=O. The catalyst is O1CCCC1.C(OCC)(=O)C.CCCCCC. The product is [Cl:1][C:2]1[CH:3]=[CH:4][C:5]([S:8]([CH:11]([C:17]2[CH:22]=[C:21]([F:23])[CH:20]=[CH:19][C:18]=2[F:24])[CH:12]([CH3:16])[CH2:13][CH2:14][N:29]([S:26]([CH3:25])(=[O:28])=[O:27])[C:30](=[O:36])[O:31][C:32]([CH3:33])([CH3:35])[CH3:34])(=[O:10])=[O:9])=[CH:6][CH:7]=1. The yield is 0.950.